Dataset: Forward reaction prediction with 1.9M reactions from USPTO patents (1976-2016). Task: Predict the product of the given reaction. (1) Given the reactants [C:1]([O:5][C:6](=[O:21])[NH:7][CH:8]1[C:17]2[C:12](=[CH:13][C:14]([CH:18]([OH:20])[CH3:19])=[CH:15][CH:16]=2)[CH2:11][CH2:10][CH2:9]1)([CH3:4])([CH3:3])[CH3:2], predict the reaction product. The product is: [C:1]([O:5][C:6](=[O:21])[NH:7][CH:8]1[C:17]2[C:12](=[CH:13][C:14]([C:18](=[O:20])[CH3:19])=[CH:15][CH:16]=2)[CH2:11][CH2:10][CH2:9]1)([CH3:4])([CH3:2])[CH3:3]. (2) Given the reactants C1(P(C2C=CC=CC=2)C2C=CC=CC=2)C=CC=CC=1.[Br:20]Br.[S:22]1[C:26]2[CH:27]=[CH:28][CH:29]=[CH:30][C:25]=2[CH:24]=[C:23]1[C@:31]([NH:40][C@H:41]([C:46]([NH:48][C@@H:49]([C:71]([NH2:73])=[O:72])[CH2:50][S:51][C:52]([C:65]1[CH:70]=[CH:69][CH:68]=[CH:67][CH:66]=1)([C:59]1[CH:64]=[CH:63][CH:62]=[CH:61][CH:60]=1)[C:53]1[CH:58]=[CH:57][CH:56]=[CH:55][CH:54]=1)=[O:47])[CH2:42][CH:43]([CH3:45])[CH3:44])([C:36]([F:39])([F:38])[F:37])[C:32]#[C:33][CH2:34]O.C([O-])(O)=O.[Na+], predict the reaction product. The product is: [S:22]1[C:26]2[CH:27]=[CH:28][CH:29]=[CH:30][C:25]=2[CH:24]=[C:23]1[C@:31]([NH:40][C@H:41]([C:46]([NH:48][C@@H:49]([C:71]([NH2:73])=[O:72])[CH2:50][S:51][C:52]([C:65]1[CH:70]=[CH:69][CH:68]=[CH:67][CH:66]=1)([C:59]1[CH:64]=[CH:63][CH:62]=[CH:61][CH:60]=1)[C:53]1[CH:58]=[CH:57][CH:56]=[CH:55][CH:54]=1)=[O:47])[CH2:42][CH:43]([CH3:45])[CH3:44])([C:36]([F:39])([F:38])[F:37])[C:32]#[C:33][CH2:34][Br:20].